This data is from Reaction yield outcomes from USPTO patents with 853,638 reactions. The task is: Predict the reaction yield, written as a fraction of the theoretical maximum amount of product (1.0 means a 100% yield; for example, 0.34 means a 34% yield). (1) The reactants are [NH2:1][C:2]1[C:3]([C:9]([O:11][CH3:12])=[O:10])=[N:4][C:5](Br)=[CH:6][N:7]=1.[CH3:13][N:14]([CH3:26])[C:15]([C:17]1[CH:22]=[CH:21][C:20](B(O)O)=[CH:19][CH:18]=1)=[O:16].C(=O)([O-])[O-].[Na+].[Na+].C1(P(C2C=CC=CC=2)C2C=CC=CC=2)C=CC=CC=1. The product is [NH2:1][C:2]1[C:3]([C:9]([O:11][CH3:12])=[O:10])=[N:4][C:5]([C:20]2[CH:21]=[CH:22][C:17]([C:15](=[O:16])[N:14]([CH3:13])[CH3:26])=[CH:18][CH:19]=2)=[CH:6][N:7]=1. The catalyst is C(#N)C.O.CCOC(C)=O.[Pd]. The yield is 0.460. (2) The reactants are Br[C:2]1[CH:15]=[CH:14][C:5]([CH2:6][CH2:7][N:8]2[CH2:13][CH2:12][O:11][CH2:10][CH2:9]2)=[CH:4][CH:3]=1.[CH3:16][C:17]1([CH3:26])[C:21]([CH3:23])([CH3:22])[O:20][B:19]([CH:24]=[CH2:25])[O:18]1.CCN(CC)CC. The catalyst is CC(C)([P](C(C)(C)C)([Pd][P](C(C)(C)C)(C(C)(C)C)C(C)(C)C)C(C)(C)C)C.C1(C)C=CC=CC=1. The product is [CH3:22][C:21]1([CH3:23])[C:17]([CH3:26])([CH3:16])[O:18][B:19](/[CH:24]=[CH:25]/[C:2]2[CH:15]=[CH:14][C:5]([CH2:6][CH2:7][N:8]3[CH2:13][CH2:12][O:11][CH2:10][CH2:9]3)=[CH:4][CH:3]=2)[O:20]1. The yield is 0.770. (3) The reactants are [CH3:1][O:2][C:3]1[CH:4]=[C:5]([N:15]2[CH2:20][CH2:19][N:18]([CH3:21])[CH2:17][CH2:16]2)[CH:6]=[CH:7][C:8]=1[C:9]#[C:10][Si](C)(C)C.C(=O)([O-])[O-].[K+].[K+]. The catalyst is CO. The product is [C:9]([C:8]1[CH:7]=[CH:6][C:5]([N:15]2[CH2:16][CH2:17][N:18]([CH3:21])[CH2:19][CH2:20]2)=[CH:4][C:3]=1[O:2][CH3:1])#[CH:10]. The yield is 0.842.